This data is from Reaction yield outcomes from USPTO patents with 853,638 reactions. The task is: Predict the reaction yield, written as a fraction of the theoretical maximum amount of product (1.0 means a 100% yield; for example, 0.34 means a 34% yield). (1) The reactants are [Cl:1][C:2]1[N:3]=[C:4]([C:9]([OH:11])=O)[NH:5][C:6]=1[CH2:7][CH3:8].S(Cl)(Cl)=O.[NH2:16][C:17]1[CH:22]=[CH:21][C:20]([C:23]2[O:24][CH:25]=[C:26]([C:28]([O:30][CH3:31])=[O:29])[N:27]=2)=[CH:19][C:18]=1[CH3:32]. The catalyst is N1C=CC=CC=1. The product is [Cl:1][C:2]1[N:3]=[C:4]([C:9]([NH:16][C:17]2[CH:22]=[CH:21][C:20]([C:23]3[O:24][CH:25]=[C:26]([C:28]([O:30][CH3:31])=[O:29])[N:27]=3)=[CH:19][C:18]=2[CH3:32])=[O:11])[NH:5][C:6]=1[CH2:7][CH3:8]. The yield is 0.500. (2) The reactants are [CH2:1]([S:3][C:4]1[CH:9]=[CH:8][C:7]([C@@H:10]([NH:13][S@@:14]([C:16]([CH3:19])([CH3:18])[CH3:17])=[O:15])[CH2:11][OH:12])=[CH:6][CH:5]=1)[CH3:2].Br[CH2:21][C:22]([O:24][CH2:25][CH3:26])=[O:23].[H-].[Na+]. The catalyst is C1COCC1. The product is [CH3:19][C:16]([CH3:18])([S@:14]([NH:13][C@H:10]([C:7]1[CH:6]=[CH:5][C:4]([S:3][CH2:1][CH3:2])=[CH:9][CH:8]=1)[CH2:11][O:12][CH2:21][C:22]([O:24][CH2:25][CH3:26])=[O:23])=[O:15])[CH3:17]. The yield is 0.640. (3) The reactants are [CH3:1][C:2]1[C:6]2[C:7](=[O:19])[N:8]([CH2:11][CH2:12][N:13]3[CH2:18][CH2:17][CH2:16][CH2:15][CH2:14]3)[CH2:9][CH2:10][C:5]=2[NH:4][C:3]=1[CH:20]=O.[N:22]1[CH:27]=[CH:26][C:25]([C:28]2[CH:36]=[CH:35][CH:34]=[C:33]3[C:29]=2[CH2:30][C:31](=[O:37])[NH:32]3)=[CH:24][CH:23]=1. No catalyst specified. The product is [CH3:1][C:2]1[C:6]2[C:7](=[O:19])[N:8]([CH2:11][CH2:12][N:13]3[CH2:14][CH2:15][CH2:16][CH2:17][CH2:18]3)[CH2:9][CH2:10][C:5]=2[NH:4][C:3]=1[CH:20]=[C:30]1[C:29]2[C:33](=[CH:34][CH:35]=[CH:36][C:28]=2[C:25]2[CH:24]=[CH:23][N:22]=[CH:27][CH:26]=2)[NH:32][C:31]1=[O:37]. The yield is 0.731. (4) The reactants are [Si:1]([NH:8][C:9]1[N:10]=[C:11]([Cl:18])[C:12]2[CH:17]=[CH:16][NH:15][C:13]=2[N:14]=1)([C:4]([CH3:7])([CH3:6])[CH3:5])([CH3:3])[CH3:2].CI.[C:21]([O-])([O-])=O.[K+].[K+].O. The catalyst is CN(C=O)C. The product is [Si:1]([NH:8][C:9]1[N:10]=[C:11]([Cl:18])[C:12]2[CH:17]=[CH:16][N:15]([CH3:21])[C:13]=2[N:14]=1)([C:4]([CH3:7])([CH3:5])[CH3:6])([CH3:3])[CH3:2]. The yield is 1.00. (5) The reactants are [CH2:1]([C:5]1[CH:6]=[C:7]2[C:12](=[C:13]([O:15][CH:16]3[CH2:21][CH2:20][NH:19][CH2:18][CH2:17]3)[CH:14]=1)[N:11]=[CH:10][CH:9]=[CH:8]2)[CH2:2][CH2:3][CH3:4].[I-].[Na+].[C:24](=O)([OH:26])[O-:25].[Na+].[CH3:29][C:30]([S:33]([CH2:36][CH2:37][CH2:38]Br)(=[O:35])=[O:34])([CH3:32])[CH3:31].CC(S(CCCCl)(=O)=O)(C)C. The catalyst is CN(C=O)C.CO. The product is [CH:24]([OH:26])=[O:25].[CH2:1]([C:5]1[CH:6]=[C:7]2[C:12](=[C:13]([O:15][CH:16]3[CH2:17][CH2:18][N:19]([CH2:38][CH2:37][CH2:36][S:33]([C:30]([CH3:32])([CH3:31])[CH3:29])(=[O:35])=[O:34])[CH2:20][CH2:21]3)[CH:14]=1)[N:11]=[CH:10][CH:9]=[CH:8]2)[CH2:2][CH2:3][CH3:4]. The yield is 0.400. (6) The reactants are Br[C:2]1[CH:7]=[C:6]([CH3:8])[C:5]([CH:9]([C:21]2[CH:26]=[C:25]([F:27])[CH:24]=[CH:23][C:22]=2[F:28])[S:10][C:11]2[CH:16]=[CH:15][C:14]([C:17]([F:20])([F:19])[F:18])=[CH:13][N:12]=2)=[CH:4][N:3]=1.CCCCCC.C([Li])CCC.CN(C)[CH:42]=[O:43]. The catalyst is C1(C)C=CC=CC=1.C(OCC)(=O)C.O. The product is [F:28][C:22]1[CH:23]=[CH:24][C:25]([F:27])=[CH:26][C:21]=1[CH:9]([S:10][C:11]1[CH:16]=[CH:15][C:14]([C:17]([F:20])([F:19])[F:18])=[CH:13][N:12]=1)[C:5]1[C:6]([CH3:8])=[CH:7][C:2]([CH:42]=[O:43])=[N:3][CH:4]=1. The yield is 0.610. (7) The reactants are [CH3:1][N:2]1[C:6]([CH2:7]O)=[CH:5][C:4]([N+:9]([O-:11])=[O:10])=[N:3]1.P(Br)(Br)[Br:13].C(=O)(O)[O-].[Na+]. The product is [Br:13][CH2:7][C:6]1[N:2]([CH3:1])[N:3]=[C:4]([N+:9]([O-:11])=[O:10])[CH:5]=1. The yield is 0.630. The catalyst is C(Cl)(Cl)Cl.ClCCl. (8) The catalyst is ClCCl. The product is [C:1]([O:5][C:6](=[O:22])[NH:7][C:8]1[CH:13]=[CH:12][CH:11]=[C:10]([C:14]2[CH:15]=[CH:16][C:17]([CH2:20][NH:21][S:31]([CH3:30])(=[O:33])=[O:32])=[CH:18][CH:19]=2)[N:9]=1)([CH3:4])([CH3:2])[CH3:3]. The yield is 0.440. The reactants are [C:1]([O:5][C:6](=[O:22])[NH:7][C:8]1[CH:13]=[CH:12][CH:11]=[C:10]([C:14]2[CH:19]=[CH:18][C:17]([CH2:20][NH2:21])=[CH:16][CH:15]=2)[N:9]=1)([CH3:4])([CH3:3])[CH3:2].CCN(CC)CC.[CH3:30][S:31](Cl)(=[O:33])=[O:32]. (9) The reactants are [CH2:1]([O:8][C:9]1[CH:14]=[CH:13][C:12](I)=[CH:11][CH:10]=1)[C:2]1[CH:7]=[CH:6][CH:5]=[CH:4][CH:3]=1.[C:16]([O:20][C:21]([N:23]1[CH2:28][C:27](=[O:29])[NH:26][C@@H:25]([CH2:30][OH:31])[CH2:24]1)=[O:22])([CH3:19])([CH3:18])[CH3:17].[O-]P([O-])([O-])=O.[K+].[K+].[K+].CNCCNC. The catalyst is O.C(OCC)(=O)C.[Cu]I. The product is [C:16]([O:20][C:21]([N:23]1[CH2:28][C:27](=[O:29])[N:26]([C:12]2[CH:13]=[CH:14][C:9]([O:8][CH2:1][C:2]3[CH:7]=[CH:6][CH:5]=[CH:4][CH:3]=3)=[CH:10][CH:11]=2)[C@@H:25]([CH2:30][OH:31])[CH2:24]1)=[O:22])([CH3:19])([CH3:18])[CH3:17]. The yield is 0.770.